This data is from Experimentally validated miRNA-target interactions with 360,000+ pairs, plus equal number of negative samples. The task is: Binary Classification. Given a miRNA mature sequence and a target amino acid sequence, predict their likelihood of interaction. (1) The miRNA is hsa-miR-431-5p with sequence UGUCUUGCAGGCCGUCAUGCA. The protein sequence of the target gene is MAGKLRKSHIPGVSIWQLVEEIPEGCSTPDFEQKPVTSALPEGKNAVFRAVVCGEPRPEVRWQNSKGDLSDSSKYKISSSPGSKEHVLQINKLTGEDTDLYRCTAVNAYGEAACSVRLTVIEVGFRKNRKRHREPQEDLRKELMDFRKLLKKRAPPAPKKKMDLEQIWQLLMTADRKDYEKICLKYGIVDYRGMLRRLQEMKKEQEDKMAQYINTISSLRHIRVTKDGNAKFDLELDLKDSQSKIYLYKDGEMIPYGFNNQTKHCLRRLGKRYEFQIQDLRPEDSGIYQVKVEDAVVFST.... Result: 0 (no interaction). (2) The miRNA is mmu-miR-1927 with sequence GACCUCUGGAUGUUAGGGACUGA. The protein sequence of the target gene is MLGKGGKRKFDEHEDGLEGKIVSPSDGPSRVSYTLQRQTIFNISLMKLYNHRPLTEPSLQKTVLINNMLRRIQEELKQEGSLRPAFTPSSQPSNSLSDSYQEAPPPAPHPCDLGSTTPLEACLTPASLLEDDNDDTFCTLQAVHPAAPTRLSSAALPAEKDSFSSALDEIEELCPTSTSTEAAHTAAPEGPKGTSSESSVQKPEGPEEGRTDDSRFMDSLPGNFEITTSTGFLTDLTLDDILFADIDTSMYDFDPCTSASGTASKMAPVSADDLLKTLAPYSNQPVAPSQPFKMDLTELD.... Result: 1 (interaction).